Dataset: Reaction yield outcomes from USPTO patents with 853,638 reactions. Task: Predict the reaction yield, written as a fraction of the theoretical maximum amount of product (1.0 means a 100% yield; for example, 0.34 means a 34% yield). (1) The reactants are F[C:2](F)(F)[C:3]([C:5]1[CH:10]=[CH:9][CH:8]=[CH:7][CH:6]=1)=[O:4].O.Cl.NO.[C:17]([O-:20])(O)=O.[Na+].[C:22]1(C)[CH:27]=CC=C[CH:23]=1. The catalyst is C(O)C. The product is [CH2:23]([C:2]1[C:17]([OH:20])=[C:9]([CH2:8][CH2:7][CH3:6])[CH:10]=[CH:5][C:3]=1[OH:4])[CH2:22][CH3:27]. The yield is 0.850. (2) The reactants are [C:1]1([CH2:7][C:8]([OH:10])=O)[CH:6]=[CH:5][CH:4]=[CH:3][CH:2]=1.[O:11]1[CH:15]=[CH:14][CH:13]=[C:12]1[C:16]1[O:20][N:19]=[C:18]([CH2:21][NH2:22])[CH:17]=1.C1C=CC2N(O)N=NC=2C=1.C(Cl)CCl. The catalyst is CN(C=O)C. The product is [O:11]1[CH:15]=[CH:14][CH:13]=[C:12]1[C:16]1[O:20][N:19]=[C:18]([CH2:21][NH:22][C:8](=[O:10])[CH2:7][C:1]2[CH:2]=[CH:3][CH:4]=[CH:5][CH:6]=2)[CH:17]=1. The yield is 0.350. (3) The reactants are [Br:1][C:2]1[CH:7]=[CH:6][C:5]([C:8]2[CH:13]=[CH:12][CH:11]=[CH:10][N:9]=2)=[CH:4][CH:3]=1.[CH2:14](I)[CH3:15].[BH4-].[Na+]. The catalyst is CN(C=O)C.CO. The product is [Br:1][C:2]1[CH:3]=[CH:4][C:5]([CH:8]2[CH2:13][CH:12]=[CH:11][CH2:10][N:9]2[CH2:14][CH3:15])=[CH:6][CH:7]=1. The yield is 0.290. (4) The reactants are Cl[CH2:2][C:3]([NH:5][C:6]1[CH:7]=[C:8]([CH:25]=[CH:26][C:27]=1[O:28][C:29]([F:32])([F:31])[F:30])[C:9]([NH:11][C:12]1[CH:13]=[N:14][C:15]([C:18]2[CH:23]=[CH:22][CH:21]=[CH:20][C:19]=2[F:24])=[CH:16][CH:17]=1)=[O:10])=[O:4].[I-].[K+].C(N(C(C)C)C(C)C)C.[CH3:44][N:45]1[CH2:50][CH2:49][NH:48][CH:47]([CH3:51])[CH2:46]1. The catalyst is CN(C=O)C. The product is [CH3:51][CH:47]1[CH2:46][N:45]([CH3:44])[CH2:50][CH2:49][N:48]1[CH2:2][C:3]([NH:5][C:6]1[CH:7]=[C:8]([CH:25]=[CH:26][C:27]=1[O:28][C:29]([F:32])([F:31])[F:30])[C:9]([NH:11][C:12]1[CH:13]=[N:14][C:15]([C:18]2[CH:23]=[CH:22][CH:21]=[CH:20][C:19]=2[F:24])=[CH:16][CH:17]=1)=[O:10])=[O:4]. The yield is 0.290. (5) The reactants are [F:1][C:2]1[CH:7]=[CH:6][C:5]([C:8](=O)[CH2:9][C:10]2[CH:15]=[CH:14][N:13]=[CH:12][CH:11]=2)=[CH:4][CH:3]=1.[NH2:17][C:18]1[NH:19][N:20]=[CH:21][CH:22]=1.Cl. The catalyst is COCCO.C(Cl)(Cl)Cl. The product is [F:1][C:2]1[CH:7]=[CH:6][C:5]([C:8]2[C:9]([C:10]3[CH:15]=[CH:14][N:13]=[CH:12][CH:11]=3)=[C:8]([C:5]3[CH:6]=[CH:7][C:2]([F:1])=[CH:3][CH:4]=3)[N:17]=[C:18]3[NH:19][N:20]=[CH:21][C:22]=23)=[CH:4][CH:3]=1. The yield is 0.470.